This data is from Forward reaction prediction with 1.9M reactions from USPTO patents (1976-2016). The task is: Predict the product of the given reaction. (1) Given the reactants [Cl:1][C:2]1[N:7]=[C:6]([C:8](=O)[CH3:9])[C:5](F)=[CH:4][N:3]=1.[CH3:12][NH:13][NH2:14], predict the reaction product. The product is: [Cl:1][C:2]1[N:3]=[CH:4][C:5]2[N:13]([CH3:12])[N:14]=[C:8]([CH3:9])[C:6]=2[N:7]=1. (2) Given the reactants [CH3:1][O:2][CH2:3][CH2:4][N:5]1[CH2:10][CH2:9][CH2:8][C@H:7]([NH:11]C(=O)OC(C)(C)C)[C:6]1=[O:19].[ClH:20], predict the reaction product. The product is: [ClH:20].[NH2:11][C@H:7]1[CH2:8][CH2:9][CH2:10][N:5]([CH2:4][CH2:3][O:2][CH3:1])[C:6]1=[O:19]. (3) Given the reactants [Br:1][C:2]1[C:3]([CH2:35][CH3:36])=[C:4]([C:16]2[CH:17]=[C:18]([N:22]3[CH2:27][CH2:26][N:25](C(OC(C)(C)C)=O)[CH2:24][CH2:23]3)[CH:19]=[CH:20][CH:21]=2)[CH:5]=[N:6][C:7]=1[NH:8]C(OC(C)(C)C)=O.Cl.CCOC(C)=O, predict the reaction product. The product is: [Br:1][C:2]1[C:7]([NH2:8])=[N:6][CH:5]=[C:4]([C:16]2[CH:21]=[CH:20][CH:19]=[C:18]([N:22]3[CH2:23][CH2:24][NH:25][CH2:26][CH2:27]3)[CH:17]=2)[C:3]=1[CH2:35][CH3:36].